The task is: Predict the reactants needed to synthesize the given product.. This data is from Full USPTO retrosynthesis dataset with 1.9M reactions from patents (1976-2016). (1) Given the product [NH2:8][CH2:7][C:4]1([CH2:9][NH2:10])[CH2:5][CH2:6][O:1][CH2:2][CH2:3]1, predict the reactants needed to synthesize it. The reactants are: [O:1]1[CH2:6][CH2:5][C:4]([C:9]#[N:10])([C:7]#[N:8])[CH2:3][CH2:2]1.B.C1COCC1.Cl.[OH-].[Na+]. (2) The reactants are: [CH3:1][O:2][C:3]([C:5]1[CH:10]=[CH:9][C:8](B(O)O)=[CH:7][CH:6]=1)=[O:4].Br[C:15]1[CH:25]=[CH:24][C:18]([C:19]([N:21]([CH3:23])[CH3:22])=[O:20])=[CH:17][CH:16]=1. Given the product [CH3:22][N:21]([CH3:23])[C:19]([C:18]1[CH:24]=[CH:25][C:15]([C:8]2[CH:9]=[CH:10][C:5]([C:3]([O:2][CH3:1])=[O:4])=[CH:6][CH:7]=2)=[CH:16][CH:17]=1)=[O:20], predict the reactants needed to synthesize it. (3) Given the product [C:9]([O:8][C:6]([NH:2][CH2:3][CH2:4][Br:5])=[O:7])([CH3:12])([CH3:11])[CH3:10], predict the reactants needed to synthesize it. The reactants are: Br.[NH2:2][CH2:3][CH2:4][Br:5].[C:6](O[C:6]([O:8][C:9]([CH3:12])([CH3:11])[CH3:10])=[O:7])([O:8][C:9]([CH3:12])([CH3:11])[CH3:10])=[O:7].CCOCC.C(=O)([O-])O.[Na+].